Dataset: Catalyst prediction with 721,799 reactions and 888 catalyst types from USPTO. Task: Predict which catalyst facilitates the given reaction. Reactant: [Si]([O:8][CH2:9][C:10]1[C:15]([CH3:16])=[CH:14][C:13]([C:17]2[CH2:18][CH2:19][N:20]([C:23]([O:25][C:26]([CH3:29])([CH3:28])[CH3:27])=[O:24])[CH2:21][CH:22]=2)=[CH:12][N:11]=1)(C(C)(C)C)(C)C.[F-].C([N+](CCCC)(CCCC)CCCC)CCC.O1CCCC1.C(OCC)(=O)C. Product: [OH:8][CH2:9][C:10]1[C:15]([CH3:16])=[CH:14][C:13]([CH:17]2[CH2:18][CH2:19][N:20]([C:23]([O:25][C:26]([CH3:29])([CH3:28])[CH3:27])=[O:24])[CH2:21][CH2:22]2)=[CH:12][N:11]=1. The catalyst class is: 7.